From a dataset of Reaction yield outcomes from USPTO patents with 853,638 reactions. Predict the reaction yield, written as a fraction of the theoretical maximum amount of product (1.0 means a 100% yield; for example, 0.34 means a 34% yield). (1) The reactants are [CH3:1][O:2][CH2:3][CH2:4][O:5][CH2:6][C:7]([C:10]1[CH:15]=[CH:14][C:13]([NH:16][C:17](=[O:19])[CH3:18])=[CH:12][C:11]=1[N+:20]([O-])=O)([CH3:9])[CH3:8]. The catalyst is CO.[Ni]. The product is [NH2:20][C:11]1[CH:12]=[C:13]([NH:16][C:17](=[O:19])[CH3:18])[CH:14]=[CH:15][C:10]=1[C:7]([CH3:9])([CH3:8])[CH2:6][O:5][CH2:4][CH2:3][O:2][CH3:1]. The yield is 0.350. (2) The reactants are [CH3:1][O:2][C:3](=[O:14])[C:4]1[CH:9]=[CH:8][C:7]([CH2:10][N:11]=[N+:12]=[N-:13])=[CH:6][CH:5]=1.O=C1O[C@H]([C@H](CO)O)C([O-])=C1O.[Na+].C(N(C(C)C)C(C)C)C.[C:37]([C:39]1[CH:44]=[CH:43][C:42]([N:45]([CH3:47])[CH3:46])=[CH:41][CH:40]=1)#[CH:38]. The catalyst is CN(C=O)C.[Cu](I)I. The product is [CH3:1][O:2][C:3](=[O:14])[C:4]1[CH:5]=[CH:6][C:7]([CH2:10][N:11]2[CH:38]=[C:37]([C:39]3[CH:44]=[CH:43][C:42]([N:45]([CH3:47])[CH3:46])=[CH:41][CH:40]=3)[N:13]=[N:12]2)=[CH:8][CH:9]=1. The yield is 0.419. (3) The product is [CH3:14][S:15]([CH:18]1[CH2:22][CH2:21][N:20]([S:2]([C:5]2[CH:13]=[CH:12][C:8]([C:9]([OH:11])=[O:10])=[CH:7][CH:6]=2)(=[O:4])=[O:3])[CH2:19]1)(=[O:17])=[O:16]. No catalyst specified. The reactants are Cl[S:2]([C:5]1[CH:13]=[CH:12][C:8]([C:9]([OH:11])=[O:10])=[CH:7][CH:6]=1)(=[O:4])=[O:3].[CH3:14][S:15]([CH:18]1[CH2:22][CH2:21][NH:20][CH2:19]1)(=[O:17])=[O:16]. The yield is 0.440. (4) The product is [C:15]([C:17]([C:20]1[CH:21]=[C:22]([CH:26]=[CH:27][CH:28]=1)[C:23]([NH:1][C:2]1[CH:3]=[C:4]([OH:9])[CH:5]=[CH:6][C:7]=1[CH3:8])=[O:24])([CH3:19])[CH3:18])#[N:16]. The yield is 0.770. The reactants are [NH2:1][C:2]1[CH:3]=[C:4]([OH:9])[CH:5]=[CH:6][C:7]=1[CH3:8].C(=O)([O-])O.[Na+].[C:15]([C:17]([C:20]1[CH:21]=[C:22]([CH:26]=[CH:27][CH:28]=1)[C:23](Cl)=[O:24])([CH3:19])[CH3:18])#[N:16]. The catalyst is O1CCCC1. (5) The reactants are [OH:1][C@@H:2]([CH2:18][N:19]([C:24]1[CH:29]=[CH:28][C:27]([OH:30])=[CH:26][CH:25]=1)[CH2:20][CH:21]([CH3:23])[CH3:22])[CH2:3][O:4][C:5]1[C:17]2[C:16]3[C:11](=[CH:12][CH:13]=[CH:14][CH:15]=3)[NH:10][C:9]=2[CH:8]=[CH:7][CH:6]=1.Br[CH2:32][CH2:33][CH2:34][C:35]#[N:36].C(=O)([O-])[O-].[K+].[K+].[I-].[K+]. The catalyst is C(C(C)=O)C. The product is [OH:1][C@@H:2]([CH2:18][N:19]([C:24]1[CH:29]=[CH:28][C:27]([O:30][CH2:32][CH2:33][CH2:34][C:35]#[N:36])=[CH:26][CH:25]=1)[CH2:20][CH:21]([CH3:23])[CH3:22])[CH2:3][O:4][C:5]1[C:17]2[C:16]3[C:11](=[CH:12][CH:13]=[CH:14][CH:15]=3)[NH:10][C:9]=2[CH:8]=[CH:7][CH:6]=1. The yield is 0.760.